From a dataset of Full USPTO retrosynthesis dataset with 1.9M reactions from patents (1976-2016). Predict the reactants needed to synthesize the given product. (1) Given the product [C:14]([O:13][C:11]([N:7]1[C:8]2[C:4](=[CH:3][C:2]([NH:1][S:36]([C:32]3[CH:33]=[CH:34][CH:35]=[C:30]([F:29])[CH:31]=3)(=[O:38])=[O:37])=[CH:10][CH:9]=2)[C:5]([C:18]2[CH:19]=[CH:20][CH:21]=[CH:22][CH:23]=2)=[N:6]1)=[O:12])([CH3:17])([CH3:16])[CH3:15], predict the reactants needed to synthesize it. The reactants are: [NH2:1][C:2]1[CH:3]=[C:4]2[C:8](=[CH:9][CH:10]=1)[N:7]([C:11]([O:13][C:14]([CH3:17])([CH3:16])[CH3:15])=[O:12])[N:6]=[C:5]2[C:18]1[CH:23]=[CH:22][CH:21]=[CH:20][CH:19]=1.O1CCCC1.[F:29][C:30]1[CH:31]=[C:32]([S:36](Cl)(=[O:38])=[O:37])[CH:33]=[CH:34][CH:35]=1. (2) The reactants are: [O:1]1[C:5]2[CH:6]=[CH:7][C:8]([C:10]3[C:11]([C:18]4[CH:23]=[CH:22][CH:21]=[C:20]([CH3:24])[N:19]=4)=[N:12][N:13]([CH2:15][C:16]#N)[CH:14]=3)=[CH:9][C:4]=2[O:3][CH2:2]1.[CH3:25][O:26][C:27]([C:29]12[CH2:36][CH2:35][C:32]([O:37]S(C(F)(F)F)(=O)=O)([CH2:33][CH2:34]1)[CH2:31][CH2:30]2)=[O:28].C(N(C(C)C)CC)(C)C.[O:54]1CCO[CH2:56][CH2:55]1. Given the product [CH3:25][O:26][C:27]([C:29]12[CH2:36][CH2:35][C:32]([O:37][CH2:56][CH2:55][O:54][CH2:16][CH2:15][N:13]3[CH:14]=[C:10]([C:8]4[CH:7]=[CH:6][C:5]5[O:1][CH2:2][O:3][C:4]=5[CH:9]=4)[C:11]([C:18]4[CH:23]=[CH:22][CH:21]=[C:20]([CH3:24])[N:19]=4)=[N:12]3)([CH2:33][CH2:34]1)[CH2:31][CH2:30]2)=[O:28], predict the reactants needed to synthesize it. (3) Given the product [CH3:5][C:4]1([C:7]2[CH:12]=[CH:11][CH:10]=[CH:9][CH:8]=2)[O:6][C:14](=[O:16])[NH:1][CH2:2][CH2:3]1, predict the reactants needed to synthesize it. The reactants are: [NH2:1][CH2:2][CH2:3][C:4]([C:7]1[CH:12]=[CH:11][CH:10]=[CH:9][CH:8]=1)([OH:6])[CH3:5].Cl[C:14](Cl)([O:16]C(=O)OC(Cl)(Cl)Cl)Cl.CCN(CC)CC. (4) Given the product [C:7]([C:3]1[N:2]([CH3:1])[C:6]([B:13]([OH:14])[OH:12])=[CH:5][CH:4]=1)#[N:8], predict the reactants needed to synthesize it. The reactants are: [CH3:1][N:2]1[CH:6]=[CH:5][CH:4]=[C:3]1[C:7]#[N:8].C([O:12][B:13](OC(C)C)[O:14]C(C)C)(C)C.[Li+].CC([N-]C(C)C)C. (5) The reactants are: CCCP1(OP(CCC)(=O)OP(CCC)(=O)O1)=O.[Cl:19][C:20]1[CH:25]=[CH:24][C:23]([C:26]2[S:27][C:28]([C:36]([OH:38])=O)=[C:29]([CH2:31][C:32]([O:34][CH3:35])=[O:33])[N:30]=2)=[CH:22][CH:21]=1.[C:39]([O:43][C:44]([N:46]1[CH2:49][CH:48]([O:50][C:51]2[CH:56]=[CH:55][C:54]([NH2:57])=[CH:53][C:52]=2[O:58][CH3:59])[CH2:47]1)=[O:45])([CH3:42])([CH3:41])[CH3:40].CN1CCOCC1. Given the product [C:39]([O:43][C:44]([N:46]1[CH2:47][CH:48]([O:50][C:51]2[CH:56]=[CH:55][C:54]([NH:57][C:36]([C:28]3[S:27][C:26]([C:23]4[CH:22]=[CH:21][C:20]([Cl:19])=[CH:25][CH:24]=4)=[N:30][C:29]=3[CH2:31][C:32]([O:34][CH3:35])=[O:33])=[O:38])=[CH:53][C:52]=2[O:58][CH3:59])[CH2:49]1)=[O:45])([CH3:42])([CH3:41])[CH3:40], predict the reactants needed to synthesize it. (6) The reactants are: ClC1C=C(C=CC=1Cl)OC1CCN(S(C2C(C)=NN(C)C=2C)(=O)=O)CC1.[CH3:27][C:28]1[C:32]([S:33](Cl)(=[O:35])=[O:34])=[C:31]([CH3:37])[NH:30][N:29]=1.Cl.[CH3:39][C:40]1[CH:52]=[CH:51][CH:50]=[C:49]([CH3:53])[C:41]=1[O:42][CH:43]1[CH2:48][CH2:47][NH:46][CH2:45][CH2:44]1. Given the product [CH3:27][C:28]1[C:32]([S:33]([N:46]2[CH2:47][CH2:48][CH:43]([O:42][C:41]3[C:49]([CH3:53])=[CH:50][CH:51]=[CH:52][C:40]=3[CH3:39])[CH2:44][CH2:45]2)(=[O:35])=[O:34])=[C:31]([CH3:37])[NH:30][N:29]=1, predict the reactants needed to synthesize it. (7) Given the product [Br:1][C:2]1[CH:3]=[C:4]([O:14][CH3:13])[CH:5]=[C:6]([C:8]([CH3:11])([CH3:10])[CH3:9])[CH:7]=1, predict the reactants needed to synthesize it. The reactants are: [Br:1][C:2]1[CH:7]=[C:6]([C:8]([CH3:11])([CH3:10])[CH3:9])[CH:5]=[C:4](Br)[CH:3]=1.[CH3:13][O-:14].[Na+].O. (8) Given the product [Cl:1][C:2]1[CH:10]=[C:9]2[C:5]([C:6]([C:11]([N:13]3[CH2:18][CH2:17][C:16]4([C:22]5[CH:23]=[CH:24][CH:25]=[CH:26][C:21]=5[C:20](=[O:27])[O:19]4)[CH2:15][CH2:14]3)=[O:12])=[CH:7][N:8]2[C:31]2[CH:30]=[C:29]([F:28])[CH:34]=[C:33]([F:35])[CH:32]=2)=[CH:4][CH:3]=1, predict the reactants needed to synthesize it. The reactants are: [Cl:1][C:2]1[CH:10]=[C:9]2[C:5]([C:6]([C:11]([N:13]3[CH2:18][CH2:17][C:16]4([C:22]5[CH:23]=[CH:24][CH:25]=[CH:26][C:21]=5[C:20](=[O:27])[O:19]4)[CH2:15][CH2:14]3)=[O:12])=[CH:7][NH:8]2)=[CH:4][CH:3]=1.[F:28][C:29]1[CH:30]=[C:31](B(O)O)[CH:32]=[C:33]([F:35])[CH:34]=1. (9) Given the product [N+:8]([C:3]1[C:2]([CH:11]=[CH2:12])=[CH:7][CH:6]=[CH:5][N:4]=1)([O-:10])=[O:9], predict the reactants needed to synthesize it. The reactants are: Br[C:2]1[C:3]([N+:8]([O-:10])=[O:9])=[N:4][CH:5]=[CH:6][CH:7]=1.[CH2:11]([Sn](CCCC)(CCCC)C=C)[CH2:12]CC.CN(C)C=O.[F-].[K+]. (10) The reactants are: [NH2:1][C@@H:2]1[CH2:11][C@@H:10]2[C@:5]([CH3:14])([CH2:6][CH2:7][CH2:8][C:9]2([CH3:13])[CH3:12])[C@@H:4]([C:15]([C:17]2[CH:18]=[C:19]([OH:24])[CH:20]=[C:21]([OH:23])[CH:22]=2)=[O:16])[C@@H:3]1[CH3:25].[C:26]([O:30][C:31]([NH:33][C:34](N1C=CC=N1)=[N:35][C:36]([O:38][C:39]([CH3:42])([CH3:41])[CH3:40])=[O:37])=[O:32])([CH3:29])([CH3:28])[CH3:27].C(N(CC)C(C)C)(C)C. Given the product [OH:24][C:19]1[CH:18]=[C:17]([C:15]([C@@H:4]2[C@:5]3([CH3:14])[C@H:10]([C:9]([CH3:13])([CH3:12])[CH2:8][CH2:7][CH2:6]3)[CH2:11][C@@H:2]([NH:1]/[C:34](=[N:33]/[C:31]([O:30][C:26]([CH3:29])([CH3:28])[CH3:27])=[O:32])/[NH:35][C:36](=[O:37])[O:38][C:39]([CH3:42])([CH3:41])[CH3:40])[C@H:3]2[CH3:25])=[O:16])[CH:22]=[C:21]([OH:23])[CH:20]=1, predict the reactants needed to synthesize it.